This data is from Catalyst prediction with 721,799 reactions and 888 catalyst types from USPTO. The task is: Predict which catalyst facilitates the given reaction. (1) Reactant: [CH3:1][O:2][C:3]1[CH:4]=[CH:5][C:6]2[C:7]3[CH2:19][C:18]4[C:13](=[CH:14][CH:15]=[CH:16][CH:17]=4)[C:8]=3[N:9]([CH3:12])[C:10]=2[CH:11]=1.[Li]CCCC.[CH3:25][Si:26](Cl)([CH3:28])[CH3:27]. Product: [CH3:1][O:2][C:3]1[CH:4]=[CH:5][C:6]2[C:7]3[CH:19]([Si:26]([CH3:28])([CH3:27])[CH3:25])[C:18]4[C:13](=[CH:14][CH:15]=[CH:16][CH:17]=4)[C:8]=3[N:9]([CH3:12])[C:10]=2[CH:11]=1. The catalyst class is: 28. (2) Reactant: [CH3:1][C:2]1[O:6][N:5]=[C:4]([C:7]2[CH:12]=[CH:11][CH:10]=[CH:9][CH:8]=2)[C:3]=1[CH2:13][OH:14].O[C:16]1[CH:25]=[N:24][C:23]2[C:18](=[CH:19][CH:20]=[CH:21][CH:22]=2)[N:17]=1.C(P(CCCC)CCCC)CCC.CN(C)C(N=NC(N(C)C)=O)=O.C1(P(C2C=CC=CC=2)C2C=CC=CC=2)C=CC=CC=1.N(C(OCC)=O)=NC(OCC)=O. Product: [CH3:1][C:2]1[O:6][N:5]=[C:4]([C:7]2[CH:12]=[CH:11][CH:10]=[CH:9][CH:8]=2)[C:3]=1[CH2:13][O:14][C:16]1[CH:25]=[N:24][C:23]2[C:18](=[CH:19][CH:20]=[CH:21][CH:22]=2)[N:17]=1. The catalyst class is: 1. (3) Reactant: O.NN.[CH3:4][O:5][C:6]1[CH:7]=[C:8]2[C:13](=[C:14]3[CH2:18][C:17]([CH3:20])([CH3:19])[O:16][C:15]=13)[C:12]([C:21]1[CH:26]=[CH:25][CH:24]=[CH:23][CH:22]=1)=[N:11][C:10]([CH2:28][N:29]1C(=O)C3C(=CC=CC=3)C1=O)([CH3:27])[CH2:9]2.[OH-].[Na+]. Product: [CH3:4][O:5][C:6]1[CH:7]=[C:8]2[C:13](=[C:14]3[CH2:18][C:17]([CH3:20])([CH3:19])[O:16][C:15]=13)[C:12]([C:21]1[CH:26]=[CH:25][CH:24]=[CH:23][CH:22]=1)=[N:11][C:10]([CH3:27])([CH2:28][NH2:29])[CH2:9]2. The catalyst class is: 40.